From a dataset of Reaction yield outcomes from USPTO patents with 853,638 reactions. Predict the reaction yield, written as a fraction of the theoretical maximum amount of product (1.0 means a 100% yield; for example, 0.34 means a 34% yield). (1) The catalyst is CO.O.C(=O)(O)[O-].[Na+]. The reactants are [CH3:1][NH:2][C:3]([C:5]1[N:6](C2CCCCO2)[C:7]2[C:12]([N:13]=1)=[C:11]([N:14]1[CH2:19][CH2:18][O:17][CH2:16][CH2:15]1)[N:10]=[C:9]([Cl:20])[N:8]=2)=[O:4].O.C1(C)C=CC(S(O)(=O)=O)=CC=1. The yield is 0.700. The product is [CH3:1][NH:2][C:3]([C:5]1[NH:6][C:7]2[C:12]([N:13]=1)=[C:11]([N:14]1[CH2:19][CH2:18][O:17][CH2:16][CH2:15]1)[N:10]=[C:9]([Cl:20])[N:8]=2)=[O:4]. (2) The reactants are [Cl:1][C:2]1[CH:7]=[CH:6][CH:5]=[CH:4][C:3]=1[C@H:8]([NH:10]S(C(C)(C)C)=O)[CH3:9].Cl. The catalyst is CO. The product is [Cl:1][C:2]1[CH:7]=[CH:6][CH:5]=[CH:4][C:3]=1[C@H:8]([NH2:10])[CH3:9]. The yield is 0.860.